From a dataset of Catalyst prediction with 721,799 reactions and 888 catalyst types from USPTO. Predict which catalyst facilitates the given reaction. (1) Reactant: [CH3:1][C:2]1[CH:7]=[C:6]([CH3:8])[CH:5]=[C:4]([CH3:9])[C:3]=1[NH2:10].[Br:11][C:12]1[C:13]([Cl:19])=[N:14][C:15]([Cl:18])=[N:16][CH:17]=1.CC(N(C(C)C)CC)C. Product: [Br:11][C:12]1[C:13]([Cl:19])=[N:14][C:15]([NH:10][C:3]2[C:4]([CH3:9])=[CH:5][C:6]([CH3:8])=[CH:7][C:2]=2[CH3:1])=[N:16][CH:17]=1.[Br:11][C:12]1[C:13]([NH:10][C:3]2[C:4]([CH3:9])=[CH:5][C:6]([CH3:8])=[CH:7][C:2]=2[CH3:1])=[N:14][C:15]([Cl:18])=[N:16][CH:17]=1. The catalyst class is: 12. (2) Product: [CH3:6][C:7]1[CH:12]=[C:11]([CH3:13])[CH:10]=[CH:9][C:8]=1[CH:14]1[CH2:15][CH2:16][CH2:17][C:1]1=[O:3]. The catalyst class is: 6. Reactant: [CH:1]([OH:3])=O.OO.[CH3:6][C:7]1[CH:12]=[C:11]([CH3:13])[CH:10]=[CH:9][C:8]=1[C:14]1C[CH2:17][CH2:16][CH:15]=1. (3) Reactant: CCN=C=NCCCN(C)C.[Cl:12][C:13]1[CH:36]=[CH:35][C:16]([C:17]([N:19]2[CH2:23][CH2:22][CH:21]([NH:24][C:25]3[S:26][CH:27]=[C:28](/[CH:30]=[CH:31]/[C:32](O)=[O:33])[N:29]=3)[CH2:20]2)=[O:18])=[CH:15][CH:14]=1.[O:37]1[CH2:42][CH2:41][CH2:40][CH2:39][CH:38]1[O:43][NH2:44].C1C=CC2N(O)N=NC=2C=1. Product: [Cl:12][C:13]1[CH:14]=[CH:15][C:16]([C:17]([N:19]2[CH2:23][CH2:22][CH:21]([NH:24][C:25]3[S:26][CH:27]=[C:28](/[CH:30]=[CH:31]/[C:32]([NH:44][O:43][CH:38]4[CH2:39][CH2:40][CH2:41][CH2:42][O:37]4)=[O:33])[N:29]=3)[CH2:20]2)=[O:18])=[CH:35][CH:36]=1. The catalyst class is: 303. (4) Reactant: [Cl:1][C:2]1[C:3]([NH:11][C:12]2[CH:17]=[CH:16][C:15]([Cl:18])=[CH:14][CH:13]=2)=[N:4][CH:5]=[C:6]([CH:10]=1)[C:7]([NH2:9])=[NH:8].Br[CH2:20][C:21](=O)[CH2:22][CH3:23]. Product: [Cl:1][C:2]1[C:3]([NH:11][C:12]2[CH:17]=[CH:16][C:15]([Cl:18])=[CH:14][CH:13]=2)=[N:4][CH:5]=[C:6]([C:7]2[NH:9][CH:20]=[C:21]([CH2:22][CH3:23])[N:8]=2)[CH:10]=1. The catalyst class is: 20. (5) Reactant: CC1(C)[O:6][C@@H:5]([CH2:7][O:8][C:9]2[N:14]=[C:13]([NH:15][C:16]([N:18]3[C@@H:24]4[CH2:25][N:21]([CH2:22][CH2:23]4)[C:20]4[CH:26]=[CH:27][C:28]([C:30]5[CH:35]=[CH:34][CH:33]=[C:32]([C:36]([F:39])([F:38])[F:37])[CH:31]=5)=[N:29][C:19]3=4)=[O:17])[CH:12]=[CH:11][N:10]=2)[CH2:4][O:3]1.Cl.O1CCOCC1. Product: [OH:6][C@H:5]([CH2:4][OH:3])[CH2:7][O:8][C:9]1[N:14]=[C:13]([NH:15][C:16]([N:18]2[C@@H:24]3[CH2:25][N:21]([CH2:22][CH2:23]3)[C:20]3[CH:26]=[CH:27][C:28]([C:30]4[CH:35]=[CH:34][CH:33]=[C:32]([C:36]([F:37])([F:39])[F:38])[CH:31]=4)=[N:29][C:19]2=3)=[O:17])[CH:12]=[CH:11][N:10]=1. The catalyst class is: 46. (6) Reactant: [OH-:1].[Na+].O.[C:4]([S:8][CH2:9][C:10]1([CH3:17])[NH:14][C:13](=[O:15])[NH:12][C:11]1=[O:16])([CH3:7])([CH3:6])[CH3:5]. Product: [C:13]([NH:14][C@:10]([CH3:17])([C:11]([OH:1])=[O:16])[CH2:9][S:8][C:4]([CH3:7])([CH3:6])[CH3:5])(=[O:15])[NH2:12]. The catalyst class is: 10. (7) Reactant: [Br:1][C:2]1[CH:3]=[C:4]2[C:9](=[CH:10][CH:11]=1)[C:8](=[O:12])[NH:7][C:6](=[O:13])[C:5]2=[CH:14]OC.CN(C)C=O.[N:22]1([CH2:27][CH2:28][CH2:29][NH2:30])[CH2:26][CH2:25][CH2:24][CH2:23]1. Product: [Br:1][C:2]1[CH:3]=[C:4]2[C:9](=[CH:10][CH:11]=1)[C:8](=[O:12])[NH:7][C:6](=[O:13])/[C:5]/2=[CH:14]\[NH:30][CH2:29][CH2:28][CH2:27][N:22]1[CH2:26][CH2:25][CH2:24][CH2:23]1. The catalyst class is: 28.